This data is from Full USPTO retrosynthesis dataset with 1.9M reactions from patents (1976-2016). The task is: Predict the reactants needed to synthesize the given product. (1) Given the product [NH2:25][C:8]1[N:7]=[C:6]([CH:5]([CH3:29])[C:4]([O:3][CH2:1][CH3:2])=[O:26])[C:11]([C:12]#[N:13])=[C:10]([C:14]2[CH:22]=[CH:21][C:17]3[O:18][CH2:19][O:20][C:16]=3[CH:15]=2)[C:9]=1[C:23]#[N:24], predict the reactants needed to synthesize it. The reactants are: [CH2:1]([O:3][C:4](=[O:26])[CH2:5][C:6]1[C:11]([C:12]#[N:13])=[C:10]([C:14]2[CH:22]=[CH:21][C:17]3[O:18][CH2:19][O:20][C:16]=3[CH:15]=2)[C:9]([C:23]#[N:24])=[C:8]([NH2:25])[N:7]=1)[CH3:2].[H-].[Na+].[CH3:29]I.O. (2) Given the product [C:1]([N:4]1[C:13]2[C:8](=[CH:9][CH:10]=[C:11]([NH2:14])[CH:12]=2)[N:7]([C:18]([O:20][CH:21]([CH3:23])[CH3:22])=[O:19])[CH2:6][C@@H:5]1[CH3:24])(=[O:3])[CH3:2], predict the reactants needed to synthesize it. The reactants are: [C:1]([N:4]1[C:13]2[C:8](=[CH:9][C:10](Br)=[C:11]([N+:14]([O-])=O)[CH:12]=2)[N:7]([C:18]([O:20][CH:21]([CH3:23])[CH3:22])=[O:19])[CH2:6][C@@H:5]1[CH3:24])(=[O:3])[CH3:2].C(N(CC)CC)C. (3) Given the product [CH2:1]([O:8][C:9]1[C:10]([N+:16]([O-:18])=[O:17])=[N:11][C:12]([CH:21]=[CH2:22])=[CH:13][CH:14]=1)[C:2]1[CH:7]=[CH:6][CH:5]=[CH:4][CH:3]=1, predict the reactants needed to synthesize it. The reactants are: [CH2:1]([O:8][C:9]1[C:10]([N+:16]([O-:18])=[O:17])=[N:11][C:12](Cl)=[CH:13][CH:14]=1)[C:2]1[CH:7]=[CH:6][CH:5]=[CH:4][CH:3]=1.[F-].[Cs+].[CH:21]([SnH3])=[CH2:22]. (4) Given the product [CH3:11][O:10][CH2:9][C@H:8]([N:7]1[CH2:2][CH2:3][NH:4][C:5]1=[O:6])[CH3:12], predict the reactants needed to synthesize it. The reactants are: Cl[CH2:2][CH2:3][NH:4][C:5]([NH:7][C@@H:8]([CH3:12])[CH2:9][O:10][CH3:11])=[O:6].[H-].[Na+].CCOC(C)=O. (5) Given the product [NH2:18][C:19]1[CH:40]=[CH:39][C:22]([O:17][C:6]2[C:5]3[C:10](=[CH:11][C:12]([O:13][CH3:14])=[C:3]([O:2][CH3:1])[CH:4]=3)[N:9]=[C:8]([NH:15][CH3:16])[CH:7]=2)=[C:21]([F:41])[CH:20]=1, predict the reactants needed to synthesize it. The reactants are: [CH3:1][O:2][C:3]1[CH:4]=[C:5]2[C:10](=[CH:11][C:12]=1[O:13][CH3:14])[N:9]=[C:8]([NH:15][CH3:16])[CH:7]=[C:6]2[OH:17].[NH2:18][C:19]1[CH:40]=[CH:39][C:22](OC2C3C(=CC(OC)=C(OC)C=3)N=C(N)C=2)=[C:21]([F:41])[CH:20]=1.